Dataset: Reaction yield outcomes from USPTO patents with 853,638 reactions. Task: Predict the reaction yield, written as a fraction of the theoretical maximum amount of product (1.0 means a 100% yield; for example, 0.34 means a 34% yield). (1) The reactants are C(O[C:4]1[C:5](=[O:12])[C:6](=[O:11])[C:7]=1[O:8][CH2:9][CH3:10])C.[NH2:13][C:14]1[CH:15]=[C:16]([CH3:21])[C:17]([OH:20])=[CH:18][CH:19]=1. The catalyst is C(O)C. The product is [CH2:9]([O:8][C:7]1[C:6](=[O:11])[C:5](=[O:12])[C:4]=1[NH:13][C:14]1[CH:19]=[CH:18][C:17]([OH:20])=[C:16]([CH3:21])[CH:15]=1)[CH3:10]. The yield is 0.910. (2) The reactants are Br[C:2]1[CH:3]=[C:4]([C:8]2[CH:13]=[CH:12][CH:11]=[CH:10][CH:9]=2)[CH:5]=[CH:6][CH:7]=1.[CH3:14][CH:15]1[CH2:20][NH:19][CH2:18][CH2:17][N:16]1[C:21]([O:23][C:24]([CH3:27])([CH3:26])[CH3:25])=[O:22].CC(C)([O-])C.[K+].C(P(C(C)(C)C)C(C)(C)C)(C)(C)C. The catalyst is C1(C)C=CC=CC=1.O.C1C=CC(/C=C/C(/C=C/C2C=CC=CC=2)=O)=CC=1.C1C=CC(/C=C/C(/C=C/C2C=CC=CC=2)=O)=CC=1.C1C=CC(/C=C/C(/C=C/C2C=CC=CC=2)=O)=CC=1.[Pd].[Pd]. The product is [C:4]1([C:8]2[CH:13]=[CH:12][CH:11]=[CH:10][CH:9]=2)[CH:5]=[CH:6][CH:7]=[C:2]([N:19]2[CH2:18][CH2:17][N:16]([C:21]([O:23][C:24]([CH3:27])([CH3:26])[CH3:25])=[O:22])[CH:15]([CH3:14])[CH2:20]2)[CH:3]=1. The yield is 0.710. (3) The reactants are [OH:1][CH:2]([CH:8]1[O:12][C:11](=[O:13])[CH:10]=[CH:9]1)[CH2:3][CH2:4][CH2:5][CH2:6][CH3:7]. The catalyst is C(OCC)(=O)C.[Pd]. The product is [OH:1][CH:2]([CH:8]1[O:12][C:11](=[O:13])[CH2:10][CH2:9]1)[CH2:3][CH2:4][CH2:5][CH2:6][CH3:7]. The yield is 0.950.